This data is from Reaction yield outcomes from USPTO patents with 853,638 reactions. The task is: Predict the reaction yield, written as a fraction of the theoretical maximum amount of product (1.0 means a 100% yield; for example, 0.34 means a 34% yield). (1) The reactants are [CH3:1][C:2]1[N:7]=[C:6]2[S:8][C:9]3[CH2:14][CH2:13][CH2:12][CH2:11][C:10]=3[C:5]2=[C:4]([C:15]2[CH:20]=[CH:19][C:18]([O:21][CH3:22])=[C:17]([O:23][CH3:24])[CH:16]=2)[C:3]=1[CH2:25][C:26]([O:28][CH3:29])=[O:27].[Li+].C[Si]([N-][Si](C)(C)C)(C)C.[CH2:40]1[CH2:44]OC[CH2:41]1.ICCC. The catalyst is CN(C=O)C. The product is [CH3:1][C:2]1[N:7]=[C:6]2[S:8][C:9]3[CH2:14][CH2:13][CH2:12][CH2:11][C:10]=3[C:5]2=[C:4]([C:15]2[CH:20]=[CH:19][C:18]([O:21][CH3:22])=[C:17]([O:23][CH3:24])[CH:16]=2)[C:3]=1[CH:25]([CH2:41][CH2:40][CH3:44])[C:26]([O:28][CH3:29])=[O:27]. The yield is 0.620. (2) The reactants are [NH2:1][C:2]1[CH:10]=[CH:9][CH:8]=[C:7]2[C:3]=1[C:4](=[O:20])[N:5]([CH:12]1[CH2:17][CH2:16][C:15](=[O:18])[NH:14][C:13]1=[O:19])[C:6]2=[O:11].[F:21][C:22]1[CH:30]=[CH:29][C:25]([C:26](Cl)=[O:27])=[CH:24][CH:23]=1.CO. The catalyst is C1COCC1. The product is [O:19]=[C:13]1[CH:12]([N:5]2[C:4](=[O:20])[C:3]3[C:7](=[CH:8][CH:9]=[CH:10][C:2]=3[NH:1][C:26](=[O:27])[C:25]3[CH:29]=[CH:30][C:22]([F:21])=[CH:23][CH:24]=3)[C:6]2=[O:11])[CH2:17][CH2:16][C:15](=[O:18])[NH:14]1. The yield is 0.770. (3) The reactants are [C:1]([O:5][C:6]([NH:8][C@H:9]1[C@@H:13]([CH2:14][OH:15])[CH2:12][N:11]([C:16]([O:18][CH2:19][C:20]2[CH:25]=[CH:24][CH:23]=[CH:22][CH:21]=2)=[O:17])[CH2:10]1)=[O:7])([CH3:4])([CH3:3])[CH3:2].C(N(CC)CC)C.[CH3:33][S:34](Cl)(=[O:36])=[O:35]. The catalyst is C(Cl)Cl. The product is [C:1]([O:5][C:6]([NH:8][C@H:9]1[C@@H:13]([CH2:14][O:15][S:34]([CH3:33])(=[O:36])=[O:35])[CH2:12][N:11]([C:16]([O:18][CH2:19][C:20]2[CH:21]=[CH:22][CH:23]=[CH:24][CH:25]=2)=[O:17])[CH2:10]1)=[O:7])([CH3:4])([CH3:2])[CH3:3]. The yield is 0.970. (4) The reactants are [H-].[Na+].[C:3]1([CH3:50])[CH:8]=[C:7]([CH3:9])[CH:6]=[C:5]([CH3:10])[C:4]=1[S:11]([NH:14][CH2:15][CH2:16][CH2:17][CH2:18][N:19]([S:38]([C:41]1[C:46]([CH3:47])=[CH:45][C:44]([CH3:48])=[CH:43][C:42]=1[CH3:49])(=[O:40])=[O:39])[CH2:20][CH2:21][CH2:22][CH2:23][CH2:24][NH:25][S:26]([C:29]1[C:34]([CH3:35])=[CH:33][C:32]([CH3:36])=[CH:31][C:30]=1[CH3:37])(=[O:28])=[O:27])(=[O:13])=[O:12].IC.[CH3:53][CH2:54]CCCC.[CH3:59]COC(C)=O. The catalyst is CN(C=O)C. The product is [C:5]1([CH3:10])[CH:6]=[C:7]([CH3:9])[CH:8]=[C:3]([CH3:50])[C:4]=1[S:11]([N:14]([CH2:15][CH2:16][CH2:17][CH2:18][N:19]([S:38]([C:41]1[C:42]([CH3:49])=[CH:43][C:44]([CH3:48])=[CH:45][C:46]=1[CH3:47])(=[O:39])=[O:40])[CH2:20][CH2:21][CH2:22][CH2:23][CH2:24][N:25]([S:26]([C:29]1[C:34]([CH3:35])=[CH:33][C:32]([CH3:36])=[CH:31][C:30]=1[CH3:37])(=[O:27])=[O:28])[CH2:53][CH3:54])[CH3:59])(=[O:13])=[O:12]. The yield is 0.850. (5) The reactants are Cl[C:2]1[C:11]2[N:12]=[C:13]([S:16][CH3:17])[N:14]=[CH:15][C:10]=2[C:9]2[CH:8]=[CH:7][C:6]([C:18]([O:20][CH3:21])=[O:19])=[CH:5][C:4]=2[N:3]=1.[C:22]1(B(O)O)[CH:27]=[CH:26][CH:25]=[CH:24][CH:23]=1.C(=O)([O-])[O-].[Cs+].[Cs+].O. The catalyst is O1CCOCC1.C1C=CC(P(C2C=CC=CC=2)[C-]2C=CC=C2)=CC=1.C1C=CC(P(C2C=CC=CC=2)[C-]2C=CC=C2)=CC=1.Cl[Pd]Cl.[Fe+2]. The product is [CH3:17][S:16][C:13]1[N:14]=[CH:15][C:10]2[C:9]3[CH:8]=[CH:7][C:6]([C:18]([O:20][CH3:21])=[O:19])=[CH:5][C:4]=3[N:3]=[C:2]([C:22]3[CH:27]=[CH:26][CH:25]=[CH:24][CH:23]=3)[C:11]=2[N:12]=1. The yield is 0.840. (6) The reactants are Br.[CH3:2][O:3][C:4](=[O:23])[C:5]1[C:10]([NH:11][C:12]2[CH:17]=[CH:16][C:15]([Br:18])=[CH:14][C:13]=2[F:19])=[C:9]([F:20])[C:8]([O:21]C)=[N:7][CH:6]=1.C(O)(=O)C. The catalyst is O. The product is [CH3:2][O:3][C:4]([C:5]1[C:10]([NH:11][C:12]2[CH:17]=[CH:16][C:15]([Br:18])=[CH:14][C:13]=2[F:19])=[C:9]([F:20])[C:8](=[O:21])[NH:7][CH:6]=1)=[O:23]. The yield is 0.970.